From a dataset of HIV replication inhibition screening data with 41,000+ compounds from the AIDS Antiviral Screen. Binary Classification. Given a drug SMILES string, predict its activity (active/inactive) in a high-throughput screening assay against a specified biological target. (1) The molecule is CCN(CC)CCCC(C)Nc1cc(C)nc2c1ccc1c2ccc2c(NC(C)CCCN(CC)CC)cc(C)nc21. The result is 0 (inactive). (2) The molecule is Cc1ccc2c(c1)[Sn](c1ccccc1)(c1ccccc1)c1cc(C)ccc1N2C. The result is 0 (inactive). (3) The molecule is O=C(NCC(O)COc1ccccc1)c1ccccc1O. The result is 0 (inactive). (4) The compound is CCOC(=O)C(C)(C(C)=O)c1nc(S)nc(S)n1. The result is 0 (inactive). (5) The compound is CCOC(=O)C1=CNC2=NC3CCCCC3N2C1=O. The result is 0 (inactive).